Dataset: Full USPTO retrosynthesis dataset with 1.9M reactions from patents (1976-2016). Task: Predict the reactants needed to synthesize the given product. (1) Given the product [ClH:21].[Cl:21][C:15]1[C:16]([F:20])=[CH:17][CH:18]=[CH:19][C:14]=1[CH:11]1[CH2:12][CH2:13][NH:8][CH2:9][CH2:10]1, predict the reactants needed to synthesize it. The reactants are: C(OC([N:8]1[CH2:13][CH2:12][CH:11]([C:14]2[CH:19]=[CH:18][CH:17]=[C:16]([F:20])[C:15]=2[Cl:21])[CH2:10][CH2:9]1)=O)(C)(C)C.Cl. (2) Given the product [CH3:9][N:10]1[C:14]2[CH:15]=[CH:16][C:17]([N:19]3[CH:24]=[C:23]([C:25]([NH:6][S:3]([C:2]([F:8])([F:7])[F:1])(=[O:5])=[O:4])=[O:26])[C:22](=[O:28])[N:21]([C@H:29]4[C:37]5[C:32](=[C:33]([C:38]([F:41])([F:40])[F:39])[CH:34]=[CH:35][CH:36]=5)[CH2:31][CH2:30]4)[C:20]3=[O:42])=[CH:18][C:13]=2[O:12][C:11]1=[O:43], predict the reactants needed to synthesize it. The reactants are: [F:1][C:2]([F:8])([F:7])[S:3]([NH2:6])(=[O:5])=[O:4].[CH3:9][N:10]1[C:14]2[CH:15]=[CH:16][C:17]([N:19]3[CH:24]=[C:23]([C:25](O)=[O:26])[C:22](=[O:28])[N:21]([C@H:29]4[C:37]5[C:32](=[C:33]([C:38]([F:41])([F:40])[F:39])[CH:34]=[CH:35][CH:36]=5)[CH2:31][CH2:30]4)[C:20]3=[O:42])=[CH:18][C:13]=2[O:12][C:11]1=[O:43].C1(N=C=NC2CCCCC2)CCCCC1. (3) Given the product [CH3:1][N:2]([C:9]1[CH:14]=[N:13][C:12]([C:15]([F:18])([F:16])[F:17])=[CH:11][N:10]=1)[C@H:3]1[CH2:7][CH2:6][CH2:5][C@@H:4]1[NH:8][C:26](=[O:27])[C:25]1[CH:29]=[CH:30][CH:31]=[CH:32][C:24]=1[N:20]1[N:21]=[CH:22][CH:23]=[N:19]1, predict the reactants needed to synthesize it. The reactants are: [CH3:1][N:2]([C:9]1[CH:14]=[N:13][C:12]([C:15]([F:18])([F:17])[F:16])=[CH:11][N:10]=1)[C@H:3]1[CH2:7][CH2:6][CH2:5][C@@H:4]1[NH2:8].[N:19]1[N:20]([C:24]2[CH:32]=[CH:31][CH:30]=[CH:29][C:25]=2[C:26](O)=[O:27])[N:21]=[CH:22][CH:23]=1.C(Cl)CCl.N1C2C(=NC=CC=2)N(O)N=1.C(N(CC)CC)C.